From a dataset of Peptide-MHC class II binding affinity with 134,281 pairs from IEDB. Regression. Given a peptide amino acid sequence and an MHC pseudo amino acid sequence, predict their binding affinity value. This is MHC class II binding data. The peptide sequence is TYSQLMTLKDAKMLQ. The MHC is DRB1_0802 with pseudo-sequence DRB1_0802. The binding affinity (normalized) is 0.298.